Task: Predict the product of the given reaction.. Dataset: Forward reaction prediction with 1.9M reactions from USPTO patents (1976-2016) (1) Given the reactants Br[C:2]1[CH:11]=[C:10]2[C:5]([C:6]([CH3:14])([CH3:13])[CH2:7][C:8](=[O:12])[NH:9]2)=[CH:4][CH:3]=1.[CH3:15][C:16]1([CH3:32])[C:20]([CH3:22])([CH3:21])[O:19][B:18]([B:18]2[O:19][C:20]([CH3:22])([CH3:21])[C:16]([CH3:32])([CH3:15])[O:17]2)[O:17]1.C([O-])(=O)C.[K+], predict the reaction product. The product is: [CH3:13][C:6]1([CH3:14])[C:5]2[C:10](=[CH:11][C:2]([B:18]3[O:19][C:20]([CH3:22])([CH3:21])[C:16]([CH3:32])([CH3:15])[O:17]3)=[CH:3][CH:4]=2)[NH:9][C:8](=[O:12])[CH2:7]1. (2) Given the reactants [CH3:1][NH:2][CH2:3][CH2:4][CH:5]=[CH2:6].[Na].C(C1C=CC=CC=1)(=O)C1C=CC=CC=1.[C:22](O[C:22]([O:24][C:25]([CH3:28])([CH3:27])[CH3:26])=[O:23])([O:24][C:25]([CH3:28])([CH3:27])[CH3:26])=[O:23].C(=O)=O, predict the reaction product. The product is: [CH3:1][N:2]([C:22]([O:24][C:25]([CH3:28])([CH3:27])[CH3:26])=[O:23])[CH2:3][CH2:4][CH:5]=[CH2:6]. (3) Given the reactants [N+:1]([CH2:4][CH2:5][OH:6])([O-:3])=[O:2].[C:7](Cl)(=[O:14])[C:8]1[CH:13]=[CH:12][CH:11]=[CH:10][CH:9]=1, predict the reaction product. The product is: [N+:1]([CH2:4][CH2:5][O:6][C:7](=[O:14])[C:8]1[CH:13]=[CH:12][CH:11]=[CH:10][CH:9]=1)([O-:3])=[O:2]. (4) Given the reactants [N:1]1[CH:6]=[CH:5][CH:4]=[CH:3][C:2]=1[CH:7]([OH:9])[CH3:8].C(OC=C)(=O)C.N1C=CC=CC=1[C@H](OC(=O)C)C.C(=O)([O-])[O-].[K+].[K+], predict the reaction product. The product is: [N:1]1[CH:6]=[CH:5][CH:4]=[CH:3][C:2]=1[C@H:7]([OH:9])[CH3:8]. (5) Given the reactants ClC(Cl)(Cl)COC([N:7]1[CH2:35][CH2:34][C:10]2([O:14][C:13](=[O:15])[N:12]([CH2:16][C:17]3[N:27]([CH2:28][C:29]([CH3:32])([CH3:31])[CH3:30])[C:20]4[N:21]=[C:22]([C:25]#[N:26])[N:23]=[CH:24][C:19]=4[CH:18]=3)[C:11]2=[O:33])[CH2:9][CH2:8]1)=O, predict the reaction product. The product is: [CH3:30][C:29]([CH3:32])([CH3:31])[CH2:28][N:27]1[C:20]2[N:21]=[C:22]([C:25]#[N:26])[N:23]=[CH:24][C:19]=2[CH:18]=[C:17]1[CH2:16][N:12]1[C:11](=[O:33])[C:10]2([CH2:9][CH2:8][NH:7][CH2:35][CH2:34]2)[O:14][C:13]1=[O:15]. (6) Given the reactants O=[C:2]1[CH2:9][CH:8]2[N:10]([C:11]([O:13][C:14]([CH3:17])([CH3:16])[CH3:15])=[O:12])[CH:4]([CH2:5][O:6][CH2:7]2)[CH2:3]1.[NH2:18][OH:19].Cl, predict the reaction product. The product is: [OH:19][N:18]=[C:2]1[CH2:9][CH:8]2[N:10]([C:11]([O:13][C:14]([CH3:17])([CH3:16])[CH3:15])=[O:12])[CH:4]([CH2:5][O:6][CH2:7]2)[CH2:3]1. (7) The product is: [NH2:26][C:25]1[N:9]([C:6]2[CH:7]=[CH:8][C:3]([Br:2])=[CH:4][CH:5]=2)[N:10]=[CH:21][C:22]=1[C:23]#[N:24]. Given the reactants Cl.[Br:2][C:3]1[CH:8]=[CH:7][C:6]([NH:9][NH2:10])=[CH:5][CH:4]=1.C(N(CC)CC)C.C(O[CH:21]=[C:22]([C:25]#[N:26])[C:23]#[N:24])C, predict the reaction product.